This data is from In vitro SARS-CoV-2 activity screen of 1,480 approved drugs from Prestwick library. The task is: Binary Classification. Given a drug SMILES string, predict its activity (active/inactive) in a high-throughput screening assay against a specified biological target. (1) The molecule is Cc1cc(C)nc([N-]S(=O)(=O)c2ccc(N)cc2)n1.[Na+]. The result is 0 (inactive). (2) The compound is O=c1oc2cc(O)ccc2s1. The result is 0 (inactive). (3) The drug is CCN(CC)Cc1cc(Nc2ccnc3cc(Cl)ccc23)ccc1O.Cl.Cl.O.O. The result is 0 (inactive).